From a dataset of Full USPTO retrosynthesis dataset with 1.9M reactions from patents (1976-2016). Predict the reactants needed to synthesize the given product. (1) Given the product [Cl:1][C:2]1[N:10]=[C:9]([F:11])[N:8]=[C:7]2[C:3]=1[N:4]=[CH:5][N:6]2[CH:13]([CH3:14])[CH3:12], predict the reactants needed to synthesize it. The reactants are: [Cl:1][C:2]1[N:10]=[C:9]([F:11])[N:8]=[C:7]2[C:3]=1[N:4]=[CH:5][NH:6]2.[CH3:12][CH:13](O)[CH3:14].C1(P(C2C=CC=CC=2)C2C=CC=CC=2)C=CC=CC=1.N(C(OC(C)(C)C)=O)=NC(OC(C)(C)C)=O. (2) Given the product [ClH:1].[CH:2]([O:5][C:6]1[CH:13]=[C:12]([O:14][CH3:15])[CH:11]=[CH:10][C:7]=1[C:8](=[NH:9])[O:18][CH2:16][CH3:17])([CH3:4])[CH3:3], predict the reactants needed to synthesize it. The reactants are: [ClH:1].[CH:2]([O:5][C:6]1[CH:13]=[C:12]([O:14][CH3:15])[CH:11]=[CH:10][C:7]=1[C:8]#[N:9])([CH3:4])[CH3:3].[CH2:16]([OH:18])[CH3:17]. (3) Given the product [CH2:31]([N:33]([CH2:34][CH3:35])[C:25](=[O:27])[C:24]1[CH:28]=[CH:29][CH:30]=[C:22]([CH2:21][CH:18]2[CH2:17][CH2:16][N:15]([CH2:14][CH2:13][O:12][C:8]3[CH:7]=[CH:6][CH:5]=[C:4]4[C:9]=3[CH:10]=[CH:11][C:2]([CH3:1])=[N:3]4)[CH2:20][CH2:19]2)[CH:23]=1)[CH3:32], predict the reactants needed to synthesize it. The reactants are: [CH3:1][C:2]1[CH:11]=[CH:10][C:9]2[C:4](=[CH:5][CH:6]=[CH:7][C:8]=2[O:12][CH2:13][CH2:14][N:15]2[CH2:20][CH2:19][CH:18]([CH2:21][C:22]3[CH:23]=[C:24]([CH:28]=[CH:29][CH:30]=3)[C:25]([OH:27])=O)[CH2:17][CH2:16]2)[N:3]=1.[CH2:31]([NH:33][CH2:34][CH3:35])[CH3:32]. (4) Given the product [I:17][C:18]1[CH:26]=[CH:25][C:21]([C:22]2[O:14][C:13]([C:3]3[C:4]([C:7]4[CH:12]=[CH:11][CH:10]=[CH:9][CH:8]=4)=[N:5][O:6][C:2]=3[CH3:1])=[N:15][N:16]=2)=[CH:20][CH:19]=1, predict the reactants needed to synthesize it. The reactants are: [CH3:1][C:2]1[O:6][N:5]=[C:4]([C:7]2[CH:12]=[CH:11][CH:10]=[CH:9][CH:8]=2)[C:3]=1[C:13]([NH:15][NH2:16])=[O:14].[I:17][C:18]1[CH:26]=[CH:25][C:21]([C:22](O)=O)=[CH:20][CH:19]=1.